The task is: Predict the product of the given reaction.. This data is from Forward reaction prediction with 1.9M reactions from USPTO patents (1976-2016). (1) The product is: [C:1]1([NH:7][C:8]([NH2:11])=[O:9])[CH:6]=[CH:5][CH:4]=[CH:3][CH:2]=1. Given the reactants [C:1]1([N:7]=[C:8]=[O:9])[CH:6]=[CH:5][CH:4]=[CH:3][CH:2]=1.C[NH:11]S(C1C=CC(C)=CC=1)(=O)=O, predict the reaction product. (2) Given the reactants [Br:1][C:2]1[CH:10]=[CH:9][C:5]([C:6](Cl)=[O:7])=[CH:4][C:3]=1[CH3:11].[CH3:12][O:13][C:14](=[O:20])[CH:15]=[C:16]([NH:18][CH3:19])[CH3:17], predict the reaction product. The product is: [CH3:12][O:13][C:14](=[O:20])[CH:15]([C:6](=[O:7])[C:5]1[CH:9]=[CH:10][C:2]([Br:1])=[C:3]([CH3:11])[CH:4]=1)/[C:16](=[N:18]/[CH3:19])/[CH3:17]. (3) Given the reactants [Al+3].[Cl-].[Cl-].[Cl-].[F:5][C:6]1[CH:11]=[CH:10][CH:9]=[CH:8][CH:7]=1.[CH:12]1([C:18](Cl)=[O:19])[CH2:17][CH2:16][CH2:15][CH2:14][CH2:13]1, predict the reaction product. The product is: [CH:12]1([C:18]([C:9]2[CH:10]=[CH:11][C:6]([F:5])=[CH:7][CH:8]=2)=[O:19])[CH2:17][CH2:16][CH2:15][CH2:14][CH2:13]1. (4) Given the reactants [CH:1]([C:3]1[CH:4]=[C:5]([CH:9]=[C:10]([CH3:12])[CH:11]=1)[C:6]([OH:8])=O)=[O:2].C1C=CC2N(O)N=NC=2C=1.CCN=C=NCCCN(C)C.Cl.[CH2:35]([C:37]1[CH:38]=[C:39]([CH:44]=[C:45]([CH3:48])[C:46]=1[OH:47])[C:40]([NH:42]O)=[NH:41])[CH3:36], predict the reaction product. The product is: [CH2:35]([C:37]1[CH:38]=[C:39]([C:40]2[N:41]=[C:6]([C:5]3[CH:4]=[C:3]([CH:11]=[C:10]([CH3:12])[CH:9]=3)[CH:1]=[O:2])[O:8][N:42]=2)[CH:44]=[C:45]([CH3:48])[C:46]=1[OH:47])[CH3:36]. (5) Given the reactants BrC1C(=O)NC(C)=CC=1OCC1C=CC(F)=CC=1F.[CH2:20]([O:27][C:28]1[CH:33]=[CH:32][N:31]([C:34]2[CH:41]=[CH:40][CH:39]=[CH:38][C:35]=2[C:36]#[N:37])[C:30](=[O:42])[C:29]=1[Br:43])[C:21]1[CH:26]=[CH:25][CH:24]=[CH:23][CH:22]=1.C(=O)([O-])[O-].[Cs+].[Cs+].FC1C=CC(C#N)=CC=1, predict the reaction product. The product is: [CH2:20]([O:27][C:28]1[CH:33]=[CH:32][N:31]([C:34]2[CH:41]=[CH:40][CH:39]=[CH:38][C:35]=2[C:36]#[N:37])[C:30](=[O:42])[C:29]=1[Br:43])[C:21]1[CH:22]=[CH:23][CH:24]=[CH:25][CH:26]=1. (6) Given the reactants [NH2:1][C:2]1[N:7]=[C:6]([N:8]2[CH2:13][CH2:12][CH2:11][C@H:10]([C:14]([NH:16][C:17]3[CH:22]=[CH:21][CH:20]=[C:19]([Cl:23])[CH:18]=3)=[O:15])[CH2:9]2)[CH:5]=[C:4]([C:24]2[CH:29]=[CH:28][C:27]([C:30]#[N:31])=[C:26](F)[CH:25]=2)[N:3]=1.CCO.CCN(C(C)C)C(C)C.[NH2:45][NH2:46], predict the reaction product. The product is: [NH2:1][C:2]1[N:7]=[C:6]([N:8]2[CH2:13][CH2:12][CH2:11][C@H:10]([C:14]([NH:16][C:17]3[CH:22]=[CH:21][CH:20]=[C:19]([Cl:23])[CH:18]=3)=[O:15])[CH2:9]2)[CH:5]=[C:4]([C:24]2[CH:25]=[C:26]3[C:27]([C:30]([NH2:31])=[N:45][NH:46]3)=[CH:28][CH:29]=2)[N:3]=1.